From a dataset of Peptide-MHC class II binding affinity with 134,281 pairs from IEDB. Regression. Given a peptide amino acid sequence and an MHC pseudo amino acid sequence, predict their binding affinity value. This is MHC class II binding data. (1) The peptide sequence is IIGVLHQNFKDTSMQ. The MHC is HLA-DQA10501-DQB10302 with pseudo-sequence HLA-DQA10501-DQB10302. The binding affinity (normalized) is 0.329. (2) The peptide sequence is GELQIVDKIDAANKI. The MHC is DRB4_0101 with pseudo-sequence DRB4_0103. The binding affinity (normalized) is 0.699. (3) The peptide sequence is QNRMKLADCAVGFGS. The MHC is HLA-DPA10103-DPB10401 with pseudo-sequence HLA-DPA10103-DPB10401. The binding affinity (normalized) is 0.181. (4) The peptide sequence is RLMSMKSVQNNTVLK. The MHC is DRB3_0101 with pseudo-sequence DRB3_0101. The binding affinity (normalized) is 0.216. (5) The peptide sequence is QPCNGVTMNDVKIEY. The MHC is DRB1_1302 with pseudo-sequence DRB1_1302. The binding affinity (normalized) is 0.566. (6) The peptide sequence is YVYAKEGYEPVLVIQSSEDY. The MHC is DRB1_0101 with pseudo-sequence DRB1_0101. The binding affinity (normalized) is 0.386. (7) The MHC is HLA-DQA10501-DQB10201 with pseudo-sequence HLA-DQA10501-DQB10201. The peptide sequence is AFILDGDNLTPKV. The binding affinity (normalized) is 0.359. (8) The peptide sequence is EGSVKGLTPSKGPAQ. The MHC is DRB1_0101 with pseudo-sequence DRB1_0101. The binding affinity (normalized) is 0.872. (9) The peptide sequence is SWITQGLLGALLLWMGI. The MHC is DRB1_0101 with pseudo-sequence DRB1_0101. The binding affinity (normalized) is 0.443.